From a dataset of Forward reaction prediction with 1.9M reactions from USPTO patents (1976-2016). Predict the product of the given reaction. (1) Given the reactants CC1(C)C(C)(C)OB([C:9]2[CH:17]=[C:16]([C:18]([F:21])([F:20])[F:19])[CH:15]=[C:14]3[C:10]=2[CH:11]=[N:12][NH:13]3)O1.Br[C:24]1[N:28]2[N:29]=[C:30]([C:33]([O:35]C)=[O:34])[CH:31]=[CH:32][C:27]2=[N:26][CH:25]=1, predict the reaction product. The product is: [F:21][C:18]([F:19])([F:20])[C:16]1[CH:15]=[C:14]2[C:10]([CH:11]=[N:12][NH:13]2)=[C:9]([C:24]2[N:28]3[N:29]=[C:30]([C:33]([OH:35])=[O:34])[CH:31]=[CH:32][C:27]3=[N:26][CH:25]=2)[CH:17]=1. (2) Given the reactants [CH3:1][O:2][C:3]([C:5]1[S:6][C:7]([C:18]#[C:19][C:20]([CH3:23])([CH3:22])[CH3:21])=[CH:8][C:9]=1[NH:10][NH:11][C:12](=[O:17])[C:13]([F:16])([F:15])[F:14])=[O:4].[CH3:24][CH:25]1[CH2:30][CH2:29][CH:28]([C:31](Cl)=[O:32])[CH2:27][CH2:26]1, predict the reaction product. The product is: [CH3:1][O:2][C:3]([C:5]1[S:6][C:7]([C:18]#[C:19][C:20]([CH3:23])([CH3:22])[CH3:21])=[CH:8][C:9]=1[N:10]([C:31]([CH:28]1[CH2:29][CH2:30][CH:25]([CH3:24])[CH2:26][CH2:27]1)=[O:32])[NH:11][C:12](=[O:17])[C:13]([F:14])([F:15])[F:16])=[O:4].